Dataset: Full USPTO retrosynthesis dataset with 1.9M reactions from patents (1976-2016). Task: Predict the reactants needed to synthesize the given product. (1) Given the product [CH2:1]([NH:3][C:4]([NH:6][C:7]1[CH:8]=[CH:9][C:10]2[C:11]([N:25]=1)=[N:12][C:13]([CH2:16][CH2:17][C:18]1[CH:19]=[CH:20][C:21]([F:24])=[CH:22][CH:23]=1)=[CH:14][N:15]=2)=[O:5])[CH3:2], predict the reactants needed to synthesize it. The reactants are: [CH2:1]([NH:3][C:4]([NH:6][C:7]1[CH:8]=[CH:9][C:10]2[C:11]([N:25]=1)=[N:12][C:13]([CH:16]=[CH:17][C:18]1[CH:23]=[CH:22][C:21]([F:24])=[CH:20][CH:19]=1)=[CH:14][N:15]=2)=[O:5])[CH3:2].C([O-])=O.[NH4+]. (2) Given the product [CH2:15]([O:27][CH2:11][C:3]1[C:2]([CH3:1])=[C:7]([CH:6]=[CH:5][CH:4]=1)[NH2:8])[CH:16]([CH3:24])[CH3:17], predict the reactants needed to synthesize it. The reactants are: [CH3:1][C:2]1[C:7]([N+:8]([O-])=O)=[CH:6][CH:5]=[CH:4][C:3]=1[CH2:11]C#N.N[C:15]1[C:16]([CH3:24])=[C:17](CC#N)C=CC=1.CC[O:27]C(C)=O.CCO. (3) Given the product [CH2:1]([O:8][C:9]([N:11]1[CH2:12][C@H:13]([O:18][Si:19]([C:22]([CH3:25])([CH3:24])[CH3:23])([CH3:20])[CH3:21])[CH2:14][C@H:15]([O:17][C:26](=[O:33])[C:27]2[CH:32]=[CH:31][CH:30]=[CH:29][CH:28]=2)[CH2:16]1)=[O:10])[C:2]1[CH:3]=[CH:4][CH:5]=[CH:6][CH:7]=1, predict the reactants needed to synthesize it. The reactants are: [CH2:1]([O:8][C:9]([N:11]1[CH2:16][C@H:15]([OH:17])[CH2:14][C@@H:13]([O:18][Si:19]([C:22]([CH3:25])([CH3:24])[CH3:23])([CH3:21])[CH3:20])[CH2:12]1)=[O:10])[C:2]1[CH:7]=[CH:6][CH:5]=[CH:4][CH:3]=1.[C:26](O)(=[O:33])[C:27]1[CH:32]=[CH:31][CH:30]=[CH:29][CH:28]=1.N(C(OCC)=O)=NC(OCC)=O.C1(P(C2C=CC=CC=2)C2C=CC=CC=2)C=CC=CC=1.